Dataset: Reaction yield outcomes from USPTO patents with 853,638 reactions. Task: Predict the reaction yield, written as a fraction of the theoretical maximum amount of product (1.0 means a 100% yield; for example, 0.34 means a 34% yield). (1) The yield is 0.555. The product is [Br:1][C:2]1[C:10]2[C:9]([Cl:18])=[N:8][CH:7]=[N:6][C:5]=2[O:4][C:3]=1[C:12]1[CH:17]=[CH:16][CH:15]=[CH:14][CH:13]=1. The catalyst is C(Cl)(Cl)Cl.O. The reactants are [Br:1][C:2]1[C:10]2[C:9](N)=[N:8][CH:7]=[N:6][C:5]=2[O:4][C:3]=1[C:12]1[CH:17]=[CH:16][CH:15]=[CH:14][CH:13]=1.[ClH:18].O1CCOCC1.N(OCCC(C)C)=O. (2) The reactants are Cl[C:2]1[CH:7]=[C:6](Cl)[N:5]=[CH:4][N:3]=1.[CH2:9]([O:11][C:12](=[O:20])[C:13]1[CH:18]=[CH:17][C:16]([NH2:19])=[CH:15][CH:14]=1)[CH3:10].CCN(C(C)C)C(C)C.[CH2:30]([CH2:32][NH2:33])[OH:31]. The catalyst is CCCCO. The product is [OH:31][CH2:30][CH2:32][NH:33][C:6]1[N:5]=[CH:4][N:3]=[C:2]([NH:19][C:16]2[CH:17]=[CH:18][C:13]([C:12]([O:11][CH2:9][CH3:10])=[O:20])=[CH:14][CH:15]=2)[CH:7]=1. The yield is 0.670. (3) The reactants are [CH3:1][O:2][C:3](=[O:13])[CH2:4][C:5]1[CH:10]=[CH:9][C:8](Cl)=[CH:7][C:6]=1[F:12].C1(P(C2CCCCC2)C2C=CC=CC=2C2C(OC)=CC=CC=2OC)CCCCC1.P([O-])([O-])([O-])=O.[K+].[K+].[K+].[CH3:51][C:52]1[CH:53]=[C:54]([C:68]([C:73]2[CH:78]=[CH:77][C:76](/[CH:79]=[CH:80]/[C:81]([CH2:85][CH3:86])([OH:84])[CH2:82][CH3:83])=[C:75]([CH3:87])[CH:74]=2)([CH2:71][CH3:72])[CH2:69][CH3:70])[CH:55]=[C:56]([CH3:67])[C:57]=1B1OC(C)(C)C(C)(C)O1.[Cl-].[NH4+]. The catalyst is C1(C)C=CC=CC=1.C([O-])(=O)C.[Pd+2].C([O-])(=O)C.O. The product is [CH3:1][O:2][C:3](=[O:13])[CH2:4][C:5]1[CH:10]=[CH:9][C:8]([C:57]2[C:56]([CH3:67])=[CH:55][C:54]([C:68]([CH2:69][CH3:70])([C:73]3[CH:78]=[CH:77][C:76](/[CH:79]=[CH:80]/[C:81]([CH2:85][CH3:86])([OH:84])[CH2:82][CH3:83])=[C:75]([CH3:87])[CH:74]=3)[CH2:71][CH3:72])=[CH:53][C:52]=2[CH3:51])=[CH:7][C:6]=1[F:12]. The yield is 0.600. (4) The reactants are [CH3:1][N:2]1[C:11](=[O:12])[C:10]2[C:5](=[C:6]([N:13]3[C:19](=[O:20])[C:18]4[CH:21]=[N:22][C:23](SC)=[N:24][C:17]=4[N:16]4[CH2:27][CH2:28][CH2:29][C@H:15]4[CH2:14]3)[CH:7]=[CH:8][CH:9]=2)[N:4]=[CH:3]1.C1C=C(Cl)C=C(C(OO)=O)C=1.C(Cl)(Cl)Cl.O.[NH3:46]. The catalyst is ClCCl. The product is [NH2:46][C:23]1[N:22]=[CH:21][C:18]2[C:19](=[O:20])[N:13]([C:6]3[CH:7]=[CH:8][CH:9]=[C:10]4[C:5]=3[N:4]=[CH:3][N:2]([CH3:1])[C:11]4=[O:12])[CH2:14][C@@H:15]3[CH2:29][CH2:28][CH2:27][N:16]3[C:17]=2[N:24]=1. The yield is 0.470. (5) The reactants are [OH:1][C:2]1[CH:7]=[CH:6][C:5]([NH:8][CH:9]=[C:10]2[C:18]3[C:13](=[CH:14][CH:15]=[CH:16][CH:17]=3)[NH:12][C:11]2=[O:19])=[CH:4][CH:3]=1.C(=O)([O-])[O-].[K+].[K+].Br[CH2:27][CH2:28][CH2:29][CH2:30][Cl:31]. The catalyst is CN(C=O)C. The product is [Cl:31][CH2:30][CH2:29][CH2:28][CH2:27][O:1][C:2]1[CH:7]=[CH:6][C:5]([NH:8][CH:9]=[C:10]2[C:18]3[C:13](=[CH:14][CH:15]=[CH:16][CH:17]=3)[NH:12][C:11]2=[O:19])=[CH:4][CH:3]=1. The yield is 0.470.